From a dataset of Full USPTO retrosynthesis dataset with 1.9M reactions from patents (1976-2016). Predict the reactants needed to synthesize the given product. (1) Given the product [CH3:16][C:15]([NH:24][C:11]([C:2]1[CH:3]=[N:4][C:5]2[C:10](=[CH:9][CH:8]=[CH:7][CH:6]=2)[N:1]=1)=[O:12])([CH3:14])[CH2:17][C:18]1[CH:19]=[CH:20][CH:21]=[CH:22][CH:23]=1, predict the reactants needed to synthesize it. The reactants are: [N:1]1[C:10]2[C:5](=[CH:6][CH:7]=[CH:8][CH:9]=2)[N:4]=[CH:3][C:2]=1[C:11](Cl)=[O:12].[CH3:14][C:15]([NH2:24])([CH2:17][C:18]1[CH:19]=[CH:20][CH:21]=[CH:22][CH:23]=1)[CH3:16]. (2) Given the product [CH2:31]([O:30][CH2:29][CH2:28][CH2:27][CH:5]1[CH2:4][NH:3][C:2](=[O:1])[CH2:7][C:6]1=[O:8])[C:32]1[CH:37]=[CH:36][CH:35]=[CH:34][CH:33]=1, predict the reactants needed to synthesize it. The reactants are: [O:1]=[C:2]1[CH2:7][C:6](=[O:8])[CH2:5][CH2:4][N:3]1C(OC(C)(C)C)=O.[Li+].C[Si]([N-][Si](C)(C)C)(C)C.Br[CH2:27][CH2:28][CH2:29][O:30][CH2:31][C:32]1[CH:37]=[CH:36][CH:35]=[CH:34][CH:33]=1.OS([O-])(=O)=O.[K+]. (3) Given the product [O:14]1[C:13]2=[CH:12][CH2:11][CH2:10][CH2:9][CH2:8][CH2:7][CH2:20][CH2:19][CH2:18][CH2:17][CH2:16][N:15]2[C:2](=[O:3])[C:1]1=[O:5], predict the reactants needed to synthesize it. The reactants are: [C:1](Cl)(=[O:5])[C:2](Cl)=[O:3].[CH2:7]1[CH2:20][CH2:19][CH2:18][CH2:17][CH2:16][NH:15][C:13](=[O:14])[CH2:12][CH2:11][CH2:10][CH2:9][CH2:8]1. (4) The reactants are: [C:1]([C:3]1[CH:8]=[CH:7][C:6]([C:9]2[N:13]3[N:14]=[C:15]([C:18]4[CH:26]=[CH:25][C:21]([C:22](O)=[O:23])=[CH:20][CH:19]=4)[CH:16]=[CH:17][C:12]3=[N:11][CH:10]=2)=[CH:5][CH:4]=1)#[N:2].CN(C(ON1N=NC2C=CC=NC1=2)=[N+](C)C)C.F[P-](F)(F)(F)(F)F.CN1CCOCC1.[NH:58]1[CH2:63][CH2:62][CH:61]([CH2:64][NH:65][C:66](=[O:72])[O:67][C:68]([CH3:71])([CH3:70])[CH3:69])[CH2:60][CH2:59]1. Given the product [C:1]([C:3]1[CH:4]=[CH:5][C:6]([C:9]2[N:13]3[N:14]=[C:15]([C:18]4[CH:26]=[CH:25][C:21]([C:22]([N:58]5[CH2:63][CH2:62][CH:61]([CH2:64][NH:65][C:66](=[O:72])[O:67][C:68]([CH3:69])([CH3:71])[CH3:70])[CH2:60][CH2:59]5)=[O:23])=[CH:20][CH:19]=4)[CH:16]=[CH:17][C:12]3=[N:11][CH:10]=2)=[CH:7][CH:8]=1)#[N:2], predict the reactants needed to synthesize it. (5) Given the product [CH2:19]([O:1][C:2]1[CH:3]=[CH:4][C:5]([C:8]2[CH:13]=[CH:12][C:11]([C:14]([OH:16])=[O:15])=[CH:10][CH:9]=2)=[CH:6][CH:7]=1)[CH:20]=[CH:21][CH3:22], predict the reactants needed to synthesize it. The reactants are: [OH:1][C:2]1[CH:7]=[CH:6][C:5]([C:8]2[CH:13]=[CH:12][C:11]([C:14]([OH:16])=[O:15])=[CH:10][CH:9]=2)=[CH:4][CH:3]=1.[OH-].[K+].[CH2:19](Cl)[CH:20]=[CH:21][CH3:22]. (6) Given the product [CH2:32]([N:1]1[CH:5]=[C:4]([C:10]2[CH:15]=[CH:14][C:13]([NH:16][C:17]([N:19]3[CH2:27][C:26]4[C:21](=[CH:22][CH:23]=[CH:24][CH:25]=4)[CH2:20]3)=[O:18])=[CH:12][CH:11]=2)[CH:3]=[N:2]1)[C:31]1[CH:35]=[CH:36][CH:37]=[CH:29][CH:30]=1, predict the reactants needed to synthesize it. The reactants are: [NH:1]1[CH:5]=[CH:4][C:3](B(O)O)=[N:2]1.Br[C:10]1[CH:15]=[CH:14][C:13]([NH:16][C:17]([N:19]2[CH2:27][C:26]3[C:21](=[CH:22][CH:23]=[CH:24][CH:25]=3)[CH2:20]2)=[O:18])=[CH:12][CH:11]=1.Br[C:29]1[CH:30]=[C:31]2[C:35](=[CH:36][CH:37]=1)CN(C(N[C:37]1[CH:36]=[CH:35][C:31]([C:32](=O)NCCC)=[CH:30][CH:29]=1)=O)[CH2:32]2. (7) The reactants are: [O:1]1[CH2:6][CH2:5][N:4]([C:7]2[N:12]=[CH:11][C:10]([NH:13][C:14](=[O:39])[C:15]3[CH:20]=[C:19]([CH2:21][C:22]4[C:23](=[O:34])[C:24]([O:32][CH3:33])=[C:25]([O:30][CH3:31])[C:26](=[O:29])[C:27]=4[CH3:28])[CH:18]=[CH:17][C:16]=3[O:35]C(=O)C)=[CH:9][CH:8]=2)[CH2:3][CH2:2]1.C(=O)([O-])O.[Na+]. Given the product [O:1]1[CH2:6][CH2:5][N:4]([C:7]2[N:12]=[CH:11][C:10]([NH:13][C:14](=[O:39])[C:15]3[CH:20]=[C:19]([CH2:21][C:22]4[C:23](=[O:34])[C:24]([O:32][CH3:33])=[C:25]([O:30][CH3:31])[C:26](=[O:29])[C:27]=4[CH3:28])[CH:18]=[CH:17][C:16]=3[OH:35])=[CH:9][CH:8]=2)[CH2:3][CH2:2]1, predict the reactants needed to synthesize it. (8) Given the product [Cl:1][C:2]1[CH:3]=[CH:4][CH:5]=[C:6]2[C:11]=1[C:10](=[O:12])[NH:9][C:8]([C@@H:13]([NH:15][C:16](=[O:32])[O:17][CH2:18][CH:19]1[C:31]3[CH:30]=[CH:29][CH:28]=[CH:27][C:26]=3[C:25]3[C:20]1=[CH:21][CH:22]=[CH:23][CH:24]=3)[CH3:14])=[C:7]2[F:34], predict the reactants needed to synthesize it. The reactants are: [Cl:1][C:2]1[CH:3]=[CH:4][CH:5]=[C:6]2[C:11]=1[C:10](=[O:12])[NH:9][C:8]([C@@H:13]([NH:15][C:16](=[O:32])[O:17][CH2:18][CH:19]1[C:31]3[CH:30]=[CH:29][CH:28]=[CH:27][C:26]=3[C:25]3[C:20]1=[CH:21][CH:22]=[CH:23][CH:24]=3)[CH3:14])=[CH:7]2.[B-](F)(F)(F)[F:34].[B-](F)(F)(F)F.C1[N+]2(CCl)CC[N+](F)(CC2)C1. (9) Given the product [CH3:1][C:2]1([CH2:12][C:13]2[CH:18]=[N:17][CH:16]=[N:15][CH:14]=2)[C:10]2[C:5](=[CH:6][CH:7]=[C:8]([Br:19])[CH:9]=2)[NH:4][C:3]1=[O:11], predict the reactants needed to synthesize it. The reactants are: [CH3:1][C:2]1([CH2:12][C:13]2[CH:14]=[N:15][CH:16]=[N:17][CH:18]=2)[C:10]2[C:5](=[CH:6][CH:7]=[CH:8][CH:9]=2)[NH:4][C:3]1=[O:11].[Br:19]N1C(=O)CCC1=O. (10) Given the product [CH2:1]([O:8][C:9](=[O:21])[CH2:10][N:11]1[C:20]2[CH2:14][CH2:15][N:16]([CH3:19])[CH2:17][C:18]=2[CH:13]=[N:12]1)[C:2]1[CH:3]=[CH:4][CH:5]=[CH:6][CH:7]=1, predict the reactants needed to synthesize it. The reactants are: [CH2:1]([O:8][C:9](=[O:21])[CH2:10][N:11]1[CH:20]=[C:14]2[CH2:15][N:16]([CH3:19])[CH2:17][CH2:18][C:13]2=[N:12]1)[C:2]1[CH:7]=[CH:6][CH:5]=[CH:4][CH:3]=1.